From a dataset of Reaction yield outcomes from USPTO patents with 853,638 reactions. Predict the reaction yield, written as a fraction of the theoretical maximum amount of product (1.0 means a 100% yield; for example, 0.34 means a 34% yield). (1) The yield is 0.770. The catalyst is ClCCl.[Cl-].C([N+](CC)(CC)CC)C1C=CC=CC=1. The product is [CH3:1][CH:2]1[C:11]2[C:6](=[C:7]([CH3:23])[CH:8]=[C:9]([C:13]([C:15]3[CH:16]=[N:17][N:18]([CH2:21][CH3:22])[C:19]=3[O:20][S:39]([C:36]3[CH:37]=[CH:38][C:33]([CH3:43])=[CH:34][CH:35]=3)(=[O:41])=[O:40])=[O:14])[C:10]=2[CH3:12])[S:5](=[O:25])(=[O:24])[CH2:4][CH2:3]1. The reactants are [CH3:1][CH:2]1[C:11]2[C:6](=[C:7]([CH3:23])[CH:8]=[C:9]([C:13]([C:15]3[CH:16]=[N:17][N:18]([CH2:21][CH3:22])[C:19]=3[OH:20])=[O:14])[C:10]=2[CH3:12])[S:5](=[O:25])(=[O:24])[CH2:4][CH2:3]1.O.C(=O)([O-])[O-].[K+].[K+].[C:33]1([CH3:43])[CH:38]=[CH:37][C:36]([S:39](Cl)(=[O:41])=[O:40])=[CH:35][CH:34]=1. (2) The reactants are [O:1]([CH2:8][C:9]1[CH:10]=[CH:11][C:12]([CH2:15][N:16]2C(=O)C3C(=CC=CC=3)C2=O)=[N:13][CH:14]=1)[C:2]1[CH:7]=[CH:6][CH:5]=[CH:4][CH:3]=1.O.NN. The catalyst is C(O)C.O1CCCC1. The product is [O:1]([CH2:8][C:9]1[CH:10]=[CH:11][C:12]([CH2:15][NH2:16])=[N:13][CH:14]=1)[C:2]1[CH:3]=[CH:4][CH:5]=[CH:6][CH:7]=1. The yield is 0.510. (3) The reactants are [C:1](Cl)(Cl)=[S:2].[CH2:5]([C:9]1[CH:15]=[CH:14][C:12]([NH2:13])=[CH:11][CH:10]=1)[CH2:6][CH2:7][CH3:8].[OH-].[Na+]. No catalyst specified. The product is [CH2:5]([C:9]1[CH:10]=[CH:11][C:12]([N:13]=[C:1]=[S:2])=[CH:14][CH:15]=1)[CH2:6][CH2:7][CH3:8]. The yield is 1.00. (4) The reactants are C([O:4][C@@:5]1([CH2:42][OH:43])[C@@H:10]([O:11]C(=O)C)[C@H:9]([O:15]C(=O)C)[C@@H:8]([CH2:19][O:20]C(=O)C)[O:7][C@@H:6]1[O:24][C:25]1[CH:30]=[CH:29][C:28]([C:31]2[CH:36]=[CH:35][CH:34]=[C:33]([C:37](=[O:40])[NH:38][CH3:39])[CH:32]=2)=[CH:27][C:26]=1[CH3:41])(=O)C.C[O-].[Na+]. The catalyst is CO. The product is [CH3:39][NH:38][C:37]([C:33]1[CH:32]=[C:31]([C:28]2[CH:29]=[CH:30][C:25]([O:24][C@@H:6]3[C@:5]([OH:4])([CH2:42][OH:43])[C@@H:10]([OH:11])[C@H:9]([OH:15])[C@@H:8]([CH2:19][OH:20])[O:7]3)=[C:26]([CH3:41])[CH:27]=2)[CH:36]=[CH:35][CH:34]=1)=[O:40]. The yield is 0.410. (5) The reactants are [CH3:1][C:2]1[O:6][N:5]=[C:4]([C:7]2[CH:12]=[CH:11][CH:10]=[CH:9][CH:8]=2)[C:3]=1[CH2:13][O:14][C:15]1[CH:23]=[CH:22][C:18]([C:19]([OH:21])=O)=[CH:17][N:16]=1.F[B-](F)(F)F.N1(OC(N(C)C)=[N+](C)C)C2C=CC=CC=2N=N1.C(N(CC)C(C)C)(C)C.[F:55][C:56]1[CH:62]=[CH:61][C:59]([NH2:60])=[CH:58][CH:57]=1. The catalyst is CN(C=O)C. The product is [F:55][C:56]1[CH:62]=[CH:61][C:59]([NH:60][C:19](=[O:21])[C:18]2[CH:22]=[CH:23][C:15]([O:14][CH2:13][C:3]3[C:4]([C:7]4[CH:8]=[CH:9][CH:10]=[CH:11][CH:12]=4)=[N:5][O:6][C:2]=3[CH3:1])=[N:16][CH:17]=2)=[CH:58][CH:57]=1. The yield is 0.840.